From a dataset of Forward reaction prediction with 1.9M reactions from USPTO patents (1976-2016). Predict the product of the given reaction. (1) Given the reactants [N+:1]([C:4]1[CH:9]=[CH:8][CH:7]=[CH:6][C:5]=1[S:10]([NH:13][C:14]1[CH:19]=[CH:18][C:17]([CH2:20][CH2:21][C:22]([O:24][CH3:25])=[O:23])=[CH:16][CH:15]=1)(=[O:12])=[O:11])([O-:3])=[O:2].[F:26][C:27]1[CH:32]=[CH:31][C:30]([C:33]2[N:37]([CH3:38])[N:36]=[CH:35][C:34]=2[CH2:39][O:40][C:41]2[CH:46]=[CH:45][C:44]([CH2:47]O)=[CH:43][CH:42]=2)=[CH:29][CH:28]=1.C1(P(C2C=CC=CC=2)C2C=CC=CC=2)C=CC=CC=1.N(C(OCC)=O)=NC(OCC)=O, predict the reaction product. The product is: [F:26][C:27]1[CH:28]=[CH:29][C:30]([C:33]2[N:37]([CH3:38])[N:36]=[CH:35][C:34]=2[CH2:39][O:40][C:41]2[CH:42]=[CH:43][C:44]([CH2:47][N:13]([S:10]([C:5]3[CH:6]=[CH:7][CH:8]=[CH:9][C:4]=3[N+:1]([O-:3])=[O:2])(=[O:12])=[O:11])[C:14]3[CH:19]=[CH:18][C:17]([CH2:20][CH2:21][C:22]([O:24][CH3:25])=[O:23])=[CH:16][CH:15]=3)=[CH:45][CH:46]=2)=[CH:31][CH:32]=1. (2) Given the reactants [Br:1][CH2:2][C:3]1[CH:4]=[N:5][C:6]([CH3:12])=[C:7]([OH:11])[C:8]=1[CH2:9]Br.[OH2:13], predict the reaction product. The product is: [BrH:1].[Br:1][CH2:2][C:3]1[CH:4]=[N:5][C:6]([CH3:12])=[C:7]([OH:11])[C:8]=1[CH2:9][OH:13]. (3) Given the reactants [CH3:1][NH:2][C:3]([N:5]1[C:13]2[C:8](=[CH:9][C:10](B3OC(C)(C)C(C)(C)O3)=[CH:11][CH:12]=2)[CH2:7][CH2:6]1)=[O:4].[NH2:23][C:24]1[N:25]=[CH:26][C:27]([C:31]2[CH:36]=[CH:35][C:34]([S:37]([N:40]([CH:42]3[CH2:44][CH2:43]3)[CH3:41])(=[O:39])=[O:38])=[CH:33][CH:32]=2)=[N:28][C:29]=1Br, predict the reaction product. The product is: [NH2:23][C:24]1[C:29]([C:10]2[CH:9]=[C:8]3[C:13](=[CH:12][CH:11]=2)[N:5]([C:3]([NH:2][CH3:1])=[O:4])[CH2:6][CH2:7]3)=[N:28][C:27]([C:31]2[CH:36]=[CH:35][C:34]([S:37](=[O:39])(=[O:38])[N:40]([CH:42]3[CH2:43][CH2:44]3)[CH3:41])=[CH:33][CH:32]=2)=[CH:26][N:25]=1. (4) The product is: [Br:8][C:5]1[CH:6]=[CH:7][C:2]([NH:1][S:21]([C:18]2[CH:19]=[CH:20][C:15]([CH3:25])=[CH:16][CH:17]=2)(=[O:23])=[O:22])=[N:3][CH:4]=1. Given the reactants [NH2:1][C:2]1[CH:7]=[CH:6][C:5]([Br:8])=[CH:4][N:3]=1.N1C=CC=CC=1.[C:15]1([CH3:25])[CH:20]=[CH:19][C:18]([S:21](Cl)(=[O:23])=[O:22])=[CH:17][CH:16]=1, predict the reaction product. (5) Given the reactants [CH3:1][C:2]([CH3:29])([CH3:28])[CH2:3][O:4][C:5]1([C:8]2[CH:13]=[CH:12][C:11]([C:14]#[C:15][C:16]3[CH:26]=[CH:25][C:19]([C:20]([O:22]CC)=[O:21])=[CH:18][CH:17]=3)=[CH:10][C:9]=2[CH3:27])[CH2:7][CH2:6]1, predict the reaction product. The product is: [CH3:1][C:2]([CH3:29])([CH3:28])[CH2:3][O:4][C:5]1([C:8]2[CH:13]=[CH:12][C:11]([C:14]#[C:15][C:16]3[CH:17]=[CH:18][C:19]([C:20]([OH:22])=[O:21])=[CH:25][CH:26]=3)=[CH:10][C:9]=2[CH3:27])[CH2:7][CH2:6]1.